Regression. Given a target protein amino acid sequence and a drug SMILES string, predict the binding affinity score between them. We predict pIC50 (pIC50 = -log10(IC50 in M); higher means more potent). Dataset: bindingdb_ic50. From a dataset of Drug-target binding data from BindingDB using IC50 measurements. (1) The compound is O=C(O)c1ccc(-c2ccc(O)c(C(=O)O)c2)o1. The target protein sequence is MAGIFYFALFSCLFGICDAVTGSRVYPANEVTLLDSRSVQGELGWIASPLEGGWEEVSIMDEKNTPIRTYQVCNVMEPSQNNWLRTDWITREGAQRVYIEIKFTLRDCNSLPGVMGTCKETFNLYYYESDNDKERFIRENQFVKIDTIAADESFTQVDIGDRIMKLNTEIRDVGPLSKKGFYLAFQDVGACIALVSVRVFYKKCPLTVRNLAQFPDTITGADTSSLVEVRGSCVNNSEEKDVPKMYCGADGEWLVPIGNCLCNAGHEERSGECQACKIGYYKALSTDATCAKCPPHSYSVWEGATSCTCDRGFFRADNDAASMPCTRPPSAPLNLISNVNETSVNLEWSSPQNTGGRQDISYNVVCKKCGAGDPSKCRPCGSGVHYTPQQNGLKTTKVSITDLLAHTNYTFEIWAVNGVSKYNPNPDQSVSVTVTTNQAAPSSIALVQAKEVTRYSVALAWLEPDRPNGVILEYEVKYYEKDQNERSYRIVRTAARNTDI.... The pIC50 is 3.3. (2) The small molecule is CN(C)C(=O)[C@@H](c1ccc(-c2ccn3ncnc3c2)cc1)[C@H]([NH3+])C(=O)N1CCC(F)(F)C1. The target protein (Q86TI2) has sequence MATTGTPTADRGDAAATDDPAARFQVQKHSWDGLRSIIHGSRKYSGLIVNKAPHDFQFVQKTDESGPHSHRLYYLGMPYGSRENSLLYSEIPKKVRKEALLLLSWKQMLDHFQATPHHGVYSREEELLRERKRLGVFGITSYDFHSESGLFLFQASNSLFHCRDGGKNGFMVSPMKPLEIKTQCSGPRMDPKICPADPAFFSFINNSDLWVANIETGEERRLTFCHQGLSNVLDDPKSAGVATFVIQEEFDRFTGYWWCPTASWEGSEGLKTLRILYEEVDESEVEVIHVPSPALEERKTDSYRYPRTGSKNPKIALKLAEFQTDSQGKIVSTQEKELVQPFSSLFPKVEYIARAGWTRDGKYAWAMFLDRPQQWLQLVLLPPALFIPSTENEEQRLASARAVPRNVQPYVVYEEVTNVWINVHDIFYPFPQSEGEDELCFLRANECKTGFCHLYKVTAVLKSQGYDWSEPFSPGEDEFKCPIKEEIALTSGEWEVLARH.... The pIC50 is 4.0. (3) The pIC50 is 6.0. The target protein (Q9BRX8) has sequence MSFLQDPSFFTMGMWSIGAGALGAAALALLLANTDVFLSKPQKAALEYLEDIDLKTLEKEPRTFKAKELWEKNGAVIMAVRRPGCFLCREEAADLSSLKSMLDQLGVPLYAVVKEHIRTEVKDFQPYFKGEIFLDEKKKFYGPQRRKMMFMGFIRLGVWYNFFRAWNGGFSGNLEGEGFILGGVFVVGSGKQGILLEHREKEFGDKVNLLSVLEAAKMIKPQTLASEKK. The compound is C=CC(=O)N1CCC[C@@H](n2nc(-c3ccc(Oc4ccccc4)cc3)c3c(N)ncnc32)C1. (4) The drug is O=P(O)(O)OC(CNS(=O)(=O)c1cccc(C(F)(F)F)c1)CN1CCOCC1. The target protein (Q2FZP6) has sequence MDASTLFKKVKVKRVLGSLEQQIDDITTDSRTAREGSIFVASVGYTVDSHKFCQNVADQGCKLVVVNKEQSLPANVTQVVVPDTLRVASILAHTLYDYPSHQLVTFGVTGTNGKTSIATMIHLIQRKLQKNSAYLGTNGFQINETKTKGANTTPETVSLTKKIKEAVDAGAESMTLEVSSHGLVLGRLRGVEFDVAIFSNLTQDHLDFHGTMEAYGHAKSLLFSQLGEDLSKEKYVVLNNDDSFSEYLRTVTPYEVFSYGIDEEAQFMAKNIQESLQGVSFDFVTPFGTYPVKSPYVGKFNISNIMAAMIAVWSKGTSLETIIKAVENLEPVEGRLEVLDPSLPIDLIIDYAHTADGMNKLIDAVQPFVKQKLIFLVGMAGERDLTKTPEMGRVACRADYVIFTPDNPANDDPKMLTAELAKGATHQNYIEFDDRAEGIKHAIDIAEPGDTVVLASKGREPYQIMPGHIKVPHRDDLIGLEAAYKKFGGGPVD. The pIC50 is 3.8. (5) The drug is CCCCCCOC(=O)[C@]1(O)C[C@@H]2O[C@@]1(C)n1c3ccccc3c3c4c(c5c6ccccc6n2c5c31)C(=O)NC4. The pIC50 is 5.0. The target protein sequence is MGNAAAAKKGSEQESVKEFLAKAKEDFLKKWENPAQNTAHLDQFERIKTIGTGSFGRVMLVKHMETGNHYAMKILDKQKVVKLKQIEHTLNEKRILQAVNFPFLVKLEFSFKDNSNLYMVMEYVPGGEMFSHLRRIGRFSEPHARFYAAQIVLTFEYLHSLDLIYRDLKPENLLIDQQGYIQVTDFGFAKRVKGRTWTLCGTPEYLAPEIILSKGYNKAVDWWALGVLIYEMAAGYPPFFADQPIQIYEKIVSGKVRFPSHFSSDLKDLLRNLLQVDLTKRFGNLKNGVNDIKNHKWFATTDWIAIYQRKVEAPFIPKFKGPGDTSNFDDYEEEEIRVSINEKCGKEFSEF. (6) The small molecule is CC(c1ccccc1)c1cc(O)n(-c2cc(C(=O)O)ccn2)n1. The target protein (O75164) has sequence MASESETLNPSARIMTFYPTMEEFRNFSRYIAYIESQGAHRAGLAKVVPPKEWKPRASYDDIDDLVIPAPIQQLVTGQSGLFTQYNIQKKAMTVREFRKIANSDKYCTPRYSEFEELERKYWKNLTFNPPIYGADVNGTLYEKHVDEWNIGRLRTILDLVEKESGITIEGVNTPYLYFGMWKTSFAWHTEDMDLYSINYLHFGEPKSWYSVPPEHGKRLERLAKGFFPGSAQSCEAFLRHKMTLISPLMLKKYGIPFDKVTQEAGEFMITFPYGYHAGFNHGFNCAESTNFATRRWIEYGKQAVLCSCRKDMVKISMDVFVRKFQPERYKLWKAGKDNTVIDHTLPTPEAAEFLKESELPPRAGNEEECPEEDMEGVEDGEEGDLKTSLAKHRIGTKRHRVCLEIPQEVSQSELFPKEDLSSEQYEMTECPAALAPVRPTHSSVRQVEDGLTFPDYSDSTEVKFEELKNVKLEEEDEEEEQAAAALDLSVNPASVGGRLV.... The pIC50 is 4.3. (7) The compound is CC1CCC(=NNc2nc(-c3ccc([N+](=O)[O-])cc3)cs2)CC1. The target protein (P27338) has sequence MSNKCDVVVVGGGISGMAAAKLLHDSGLNVVVLEARDRVGGRTYTLRNQKVKYVDLGGSYVGPTQNRILRLAKELGLETYKVNEVERLIHHVKGKSYPFRGPFPPVWNPITYLDHNNFWRTMDDMGREIPSDAPWKAPLAEEWDNMTMKELLDKLCWTESAKQLATLFVNLCVTAETHEVSALWFLWYVKQCGGTTRIISTTNGGQERKFVGGSGQVSERIMDLLGDRVKLERPVIYIDQTRENVLVETLNHEMYEAKYVISAIPPTLGMKIHFNPPLPMMRNQMITRVPLGSVIKCIVYYKEPFWRKKDYCGTMIIDGEEAPVAYTLDDTKPEGNYAAIMGFILAHKARKLARLTKEERLKKLCELYAKVLGSLEALEPVHYEEKNWCEEQYSGGCYTTYFPPGILTQYGRVLRQPVDRIYFAGTETATHWSGYMEGAVEAGERAAREILHAMGKIPEDEIWQSEPESVDVPAQPITTTFLERHLPSVPGLLRLIGLTT.... The pIC50 is 6.4. (8) The drug is C[C@H]1CCC[C@@H](O)CCC/C=C/c2cc(O)cc(O)c2C(=O)O1. The target protein sequence is AAPYLKTKFICVTPTTCSNTIDLPMSPRTLDSLMQFGNGEGAEPSAGGQF. The pIC50 is 5.3.